This data is from Full USPTO retrosynthesis dataset with 1.9M reactions from patents (1976-2016). The task is: Predict the reactants needed to synthesize the given product. (1) The reactants are: [CH3:1][O:2][C:3]1[CH:22]=[CH:21][C:6]([CH2:7][C@@H:8]2[C:12]3=[N:13][C:14]4[CH:19]=[CH:18][CH:17]=[CH:16][C:15]=4[N:11]3[C:10](=[O:20])[NH:9]2)=[CH:5][CH:4]=1.[Cl:23][C:24]1[CH:29]=[CH:28][C:27]([CH2:30][CH2:31][NH2:32])=[CH:26][CH:25]=1.C(O)(C(F)(F)F)=O. Given the product [NH:13]1[C:14]2[CH:19]=[CH:18][CH:17]=[CH:16][C:15]=2[N:11]=[C:12]1[C@H:8]([NH:9][C:10]([NH:32][CH2:31][CH2:30][C:27]1[CH:28]=[CH:29][C:24]([Cl:23])=[CH:25][CH:26]=1)=[O:20])[CH2:7][C:6]1[CH:21]=[CH:22][C:3]([O:2][CH3:1])=[CH:4][CH:5]=1, predict the reactants needed to synthesize it. (2) Given the product [CH2:7]([O:6][C:4](=[O:5])[CH:3]([NH:2][C:12]([O:14][C:15]([CH3:18])([CH3:17])[CH3:16])=[O:13])[C:9](=[O:11])[CH3:10])[CH3:8].[CH2:7]([O:6][C:4](=[O:5])[C:3]([CH2:29][CH3:30])([NH:2][C:20]([O:22][C:23]([CH3:24])([CH3:25])[CH3:26])=[O:21])[C:9](=[O:11])[CH3:10])[CH3:8], predict the reactants needed to synthesize it. The reactants are: O[N:2]=[C:3]([C:9](=[O:11])[CH3:10])[C:4]([O:6][CH2:7][CH3:8])=[O:5].[C:12](O[C:20]([O:22][C:23]([CH3:26])([CH3:25])[CH3:24])=[O:21])([O:14][C:15]([CH3:18])([CH3:17])[CH3:16])=[O:13].[H][H].[CH2:29](O)[CH3:30]. (3) Given the product [NH:7]1[C:11]2[CH:12]=[CH:13][CH:14]=[CH:15][C:10]=2[N:9]=[C:8]1[NH:16][C:17]1[CH:18]=[CH:19][C:20]([CH2:21][NH:22][C:23](=[O:41])[CH2:24][N:25]2[C:31]3[CH:32]=[CH:33][CH:34]=[CH:35][C:30]=3[CH:29]([CH2:36][C:37]([O:39][CH:44]([O:2][C:1]([O:4][CH:77]3[CH2:82][CH2:81][CH2:80][CH2:79][CH2:78]3)=[O:3])[CH3:45])=[O:38])[CH2:28][CH2:27][C:26]2=[O:40])=[CH:42][CH:43]=1, predict the reactants needed to synthesize it. The reactants are: [C:1]([O-:4])([O-:3])=[O:2].[K+].[K+].[NH:7]1[C:11]2[CH:12]=[CH:13][CH:14]=[CH:15][C:10]=2[N:9]=[C:8]1[NH:16][C:17]1[CH:43]=[CH:42][C:20]([CH2:21][NH:22][C:23](=[O:41])[CH2:24][N:25]2[C:31]3[CH:32]=[CH:33][CH:34]=[CH:35][C:30]=3[CH:29]([CH2:36][C:37]([OH:39])=[O:38])[CH2:28][CH2:27][C:26]2=[O:40])=[CH:19][CH:18]=1.[CH2:44]1OCCOCCOCCOCCOCCO[CH2:45]1.[Na+].[I-].C(C(C1[C:78]2[CH:79]=[CH:80][CH:81]=[CH:82][C:77]=2NC(=O)CC=1)C(O)=O)(C)(C)C.[Na+].[Cl-]. (4) Given the product [CH3:17][O:16][C:13]1[CH:12]=[CH:11][C:10]([CH2:9][O:8][C:6]2[CH:5]=[CH:4][C:3]([S:18][C:19]3[CH:20]=[CH:21][C:22]([OH:25])=[CH:23][CH:24]=3)=[C:2]([NH:1][C:38]3[C:28]4[CH:33]=[CH:32][CH:31]=[N:30][C:29]=4[N:34]=[CH:35][N:36]=3)[CH:7]=2)=[CH:15][CH:14]=1, predict the reactants needed to synthesize it. The reactants are: [NH2:1][C:2]1[CH:7]=[C:6]([O:8][CH2:9][C:10]2[CH:15]=[CH:14][C:13]([O:16][CH3:17])=[CH:12][CH:11]=2)[CH:5]=[CH:4][C:3]=1[S:18][C:19]1[CH:24]=[CH:23][C:22]([OH:25])=[CH:21][CH:20]=1.C([C:28]1[C:29]([N:34]=[CH:35][N:36]([CH3:38])C)=[N:30][CH:31]=[CH:32][CH:33]=1)#N.NC1C=C(OCC2C=CC=C(F)C=2)C=CC=1SC1C=CC(O)=CC=1. (5) Given the product [CH:48]1([N:13]([CH2:12][C:11]2[CH:10]=[C:9]([O:8][CH2:7][C:6]3[CH:59]=[CH:60][C:3]([C:1]4[NH:63][N:62]=[N:61][N:2]=4)=[CH:4][CH:5]=3)[CH:53]=[C:52]([CH2:54][CH2:55][CH2:56][O:57][CH3:58])[CH:51]=2)[C:14]([C@@H:16]2[C@@H:21]([C:22]3[CH:23]=[CH:24][C:25]([O:28][CH2:29][CH2:30][O:31][C:32]4[C:33]([Cl:40])=[CH:34][C:35]([CH3:39])=[CH:36][C:37]=4[Cl:38])=[CH:26][CH:27]=3)[CH2:20][CH2:19][N:18]([C:41]([O:43][C:44]([CH3:47])([CH3:46])[CH3:45])=[O:42])[CH2:17]2)=[O:15])[CH2:50][CH2:49]1, predict the reactants needed to synthesize it. The reactants are: [C:1]([C:3]1[CH:60]=[CH:59][C:6]([CH2:7][O:8][C:9]2[CH:10]=[C:11]([CH:51]=[C:52]([CH2:54][CH2:55][CH2:56][O:57][CH3:58])[CH:53]=2)[CH2:12][N:13]([CH:48]2[CH2:50][CH2:49]2)[C:14]([C@@H:16]2[C@@H:21]([C:22]3[CH:27]=[CH:26][C:25]([O:28][CH2:29][CH2:30][O:31][C:32]4[C:37]([Cl:38])=[CH:36][C:35]([CH3:39])=[CH:34][C:33]=4[Cl:40])=[CH:24][CH:23]=3)[CH2:20][CH2:19][N:18]([C:41]([O:43][C:44]([CH3:47])([CH3:46])[CH3:45])=[O:42])[CH2:17]2)=[O:15])=[CH:5][CH:4]=1)#[N:2].[N:61]([Si](C)(C)C)=[N+:62]=[N-:63].C([Sn](=O)CCCC)CCC. (6) Given the product [C:1]([CH:5]([CH2:11][CH2:12][CH3:13])[CH2:6][CH2:7][C:8](=[O:10])[CH3:9])([CH3:4])([CH3:3])[CH3:2], predict the reactants needed to synthesize it. The reactants are: [C:1](/[C:5](=[CH:11]/[CH2:12][CH3:13])/[CH:6]=[CH:7]/[C:8](=[O:10])[CH3:9])([CH3:4])([CH3:3])[CH3:2]. (7) Given the product [C:1]([C:3]1[CH:4]=[C:5]([NH:9][C:10]2[C:19]3[C:14](=[CH:15][CH:16]=[C:17]([NH:20][C:21](=[O:29])[CH:22]=[C:23]4[CH2:28][CH2:27][N:26]([CH3:32])[CH2:25][CH2:24]4)[CH:18]=3)[N:13]=[CH:12][N:11]=2)[CH:6]=[CH:7][CH:8]=1)#[CH:2], predict the reactants needed to synthesize it. The reactants are: [C:1]([C:3]1[CH:4]=[C:5]([NH:9][C:10]2[C:19]3[C:14](=[CH:15][CH:16]=[C:17]([NH:20][C:21](=[O:29])[CH:22]=[C:23]4[CH2:28][CH2:27][NH:26][CH2:25][CH2:24]4)[CH:18]=3)[N:13]=[CH:12][N:11]=2)[CH:6]=[CH:7][CH:8]=1)#[CH:2].CI.[C:32](=O)([O-])[O-].[K+].[K+].